This data is from Full USPTO retrosynthesis dataset with 1.9M reactions from patents (1976-2016). The task is: Predict the reactants needed to synthesize the given product. Given the product [CH2:29]([O:28][CH2:27][O:1][CH2:2][CH2:3][C:4]1[CH:16]=[CH:15][C:7]([NH:8][C:9](=[O:14])[C:10]([F:12])([F:13])[F:11])=[CH:6][CH:5]=1)[C:30]1[CH:35]=[CH:34][CH:33]=[CH:32][CH:31]=1, predict the reactants needed to synthesize it. The reactants are: [OH:1][CH2:2][CH2:3][C:4]1[CH:16]=[CH:15][C:7]([NH:8][C:9](=[O:14])[C:10]([F:13])([F:12])[F:11])=[CH:6][CH:5]=1.C(N(CC)C(C)C)(C)C.Cl[CH2:27][O:28][CH2:29][C:30]1[CH:35]=[CH:34][CH:33]=[CH:32][CH:31]=1.